The task is: Predict the product of the given reaction.. This data is from Forward reaction prediction with 1.9M reactions from USPTO patents (1976-2016). Given the reactants Br[C:2]1[C:3]([O:31][CH3:32])=[C:4]([C:16]2[CH:24]=[C:23]3[C:19]([C:20]([CH2:25][CH2:26][S:27]([NH2:30])(=[O:29])=[O:28])=[CH:21][CH2:22]3)=[CH:18][CH:17]=2)[CH:5]=[C:6]([N:8]2[CH:13]=[CH:12][C:11](=[O:14])[NH:10][C:9]2=[O:15])[CH:7]=1.[S:33]1[CH:37]=[CH:36][C:35](B(O)O)=[CH:34]1, predict the reaction product. The product is: [O:15]=[C:9]1[NH:10][C:11](=[O:14])[CH:12]=[CH:13][N:8]1[C:6]1[CH:7]=[C:2]([C:35]2[CH:36]=[CH:37][S:33][CH:34]=2)[C:3]([O:31][CH3:32])=[C:4]([C:16]2[CH:24]=[C:23]3[C:19]([C:20]([CH2:25][CH2:26][S:27]([NH2:30])(=[O:29])=[O:28])=[CH:21][CH2:22]3)=[CH:18][CH:17]=2)[CH:5]=1.